From a dataset of HIV replication inhibition screening data with 41,000+ compounds from the AIDS Antiviral Screen. Binary Classification. Given a drug SMILES string, predict its activity (active/inactive) in a high-throughput screening assay against a specified biological target. (1) The molecule is COC(=O)CC1NC(=O)C1C1(C)OCCO1. The result is 0 (inactive). (2) The drug is Cc1cc(Cc2cc(C)c(NC(=O)C(=O)C3CCC4=C(SC5C=CC=CC5N4)C3=O)c(C(C)C)c2)cc(C(C)C)c1NC(=O)C(=O)C1CCC2=C(SC3C=CC=CC3N2)C1=O. The result is 0 (inactive). (3) The drug is CC(C)(C)C1=CC(=Cc2cc(C(C)(C)C)c(O)c(C(C)(C)C)c2)C=C(C(C)(C)C)C1=O. The result is 0 (inactive). (4) The compound is CCC(C)C(NC(=O)C1CCCN1C(=O)OCc1ccccc1)C(=O)O. The result is 0 (inactive). (5) The drug is CN(C)c1ccc(-c2nn(C)c3nc(=O)n(C)c(=O)c-3[n+]2[O-])cc1. The result is 0 (inactive).